From a dataset of Forward reaction prediction with 1.9M reactions from USPTO patents (1976-2016). Predict the product of the given reaction. Given the reactants [NH2:1][C:2]1[CH:3]=[C:4]([C:9]([N:11]2[CH2:17][C:16]3([CH3:19])[CH2:18][CH:12]2[CH2:13][C:14]([CH3:21])([CH3:20])[CH2:15]3)=[O:10])[CH:5]=[CH:6][C:7]=1[NH2:8].[CH:22]([CH:24]1[CH2:26][CH:25]1[C:27]([O:29][CH2:30][CH3:31])=[O:28])=O, predict the reaction product. The product is: [CH2:30]([O:29][C:27]([CH:25]1[CH2:26][CH:24]1[C:22]1[NH:8][C:7]2[CH:6]=[CH:5][C:4]([C:9]([N:11]3[CH2:17][C:16]4([CH3:19])[CH2:18][CH:12]3[CH2:13][C:14]([CH3:21])([CH3:20])[CH2:15]4)=[O:10])=[CH:3][C:2]=2[N:1]=1)=[O:28])[CH3:31].